This data is from Catalyst prediction with 721,799 reactions and 888 catalyst types from USPTO. The task is: Predict which catalyst facilitates the given reaction. (1) Product: [CH:1]1([C:4]([N:6]2[CH2:11][CH2:10][N:9]([C:12]3[N:19]=[C:18]([CH:20]4[CH2:22][CH2:21]4)[C:17]([C:23]4[C:32]5[C:27](=[CH:28][CH:29]=[CH:30][CH:31]=5)[N:26]=[C:25]([CH:37]=[CH2:46])[CH:24]=4)=[CH:16][C:13]=3[C:14]#[N:15])[CH2:8][C@H:7]2[CH:33]2[CH2:34][CH2:35]2)=[O:5])[CH2:2][CH2:3]1.[C:14]([C:13]1[CH:16]=[C:17]([C:23]2[C:32]3[C:27](=[CH:28][CH:29]=[CH:30][CH:31]=3)[N+:26]([O-:41])=[CH:25][CH:24]=2)[C:18]([CH:20]2[CH2:22][CH2:21]2)=[N:19][C:12]=1[N:9]1[CH2:10][CH2:11][N:6]([C:4]([CH:1]2[CH2:3][CH2:2]2)=[O:5])[C@H:7]([CH3:33])[CH2:8]1)#[N:15]. The catalyst class is: 2. Reactant: [CH:1]1([C:4]([N:6]2[CH2:11][CH2:10][N:9]([C:12]3[N:19]=[C:18]([CH:20]4[CH2:22][CH2:21]4)[C:17]([C:23]4[C:32]5[C:27](=[CH:28][CH:29]=[CH:30][CH:31]=5)[N:26]=[CH:25][CH:24]=4)=[CH:16][C:13]=3[C:14]#[N:15])[CH2:8][C@H:7]2[CH:33]2[CH2:35][CH2:34]2)=[O:5])[CH2:3][CH2:2]1.Cl[C:37]1C=C(C=C[CH:46]=1)C(OO)=[O:41].[O-]S([O-])=O.[Na+].[Na+]. (2) Reactant: Br[C:2]1[CH:7]=[CH:6][C:5]([Br:8])=[CH:4][N:3]=1.[C:9]1(B(O)O)[CH:14]=[CH:13][CH:12]=[CH:11][CH:10]=1.C(=O)([O-])[O-].[K+].[K+]. Product: [C:9]1([C:2]2[CH:7]=[CH:6][C:5]([Br:8])=[CH:4][N:3]=2)[CH:14]=[CH:13][CH:12]=[CH:11][CH:10]=1. The catalyst class is: 762. (3) Reactant: C(OC([N:8]1[CH2:17][CH2:16][C:15]2[NH:14][N:13]([C:18]3[CH:23]=[CH:22][CH:21]=[CH:20][CH:19]=3)[C:12](=O)[C:11]=2[CH2:10][CH2:9]1)=O)(C)(C)C.C(N1C2CCNCCC=2C([C:26]2[CH:31]=[CH:30][C:29](Cl)=[CH:28][CH:27]=2)=N1)[C:26]1[CH:31]=[CH:30][CH:29]=[CH:28][CH:27]=1.C1(NN)C=CC=CC=1. Product: [C:18]1([N:13]2[C:12]([C:26]3[CH:31]=[CH:30][CH:29]=[CH:28][CH:27]=3)=[C:11]3[C:15]([CH2:16][CH2:17][NH:8][CH2:9][CH2:10]3)=[N:14]2)[CH:19]=[CH:20][CH:21]=[CH:22][CH:23]=1. The catalyst class is: 14.